Dataset: Forward reaction prediction with 1.9M reactions from USPTO patents (1976-2016). Task: Predict the product of the given reaction. (1) Given the reactants [C:1]([O:5][C:6](=[O:19])[NH:7][C:8]1[CH:13]=[CH:12][C:11]([C:14]([F:17])([F:16])[F:15])=[CH:10][C:9]=1[NH2:18])([CH3:4])([CH3:3])[CH3:2].C([O:24][C:25](=O)[CH2:26][C:27](=[O:40])[C:28]1[CH:33]=[CH:32][CH:31]=[C:30]([C:34]2[N:35]=[N:36][CH:37]=[CH:38][CH:39]=2)[CH:29]=1)(C)(C)C, predict the reaction product. The product is: [C:1]([O:5][C:6](=[O:19])[NH:7][C:8]1[CH:13]=[CH:12][C:11]([C:14]([F:17])([F:16])[F:15])=[CH:10][C:9]=1[NH:18][C:25](=[O:24])[CH2:26][C:27](=[O:40])[C:28]1[CH:33]=[CH:32][CH:31]=[C:30]([C:34]2[N:35]=[N:36][CH:37]=[CH:38][CH:39]=2)[CH:29]=1)([CH3:4])([CH3:2])[CH3:3]. (2) Given the reactants [C:1]1([C:7]([OH:9])=[O:8])([C:4](O)=[O:5])[CH2:3][CH2:2]1.CCN(CC)CC.S(Cl)(Cl)=O.[F:21][C:22]1[CH:29]=[CH:28][C:25]([NH:26][CH3:27])=[CH:24][CH:23]=1, predict the reaction product. The product is: [F:21][C:22]1[CH:29]=[CH:28][C:25]([N:26]([CH3:27])[C:4]([C:1]2([C:7]([OH:9])=[O:8])[CH2:3][CH2:2]2)=[O:5])=[CH:24][CH:23]=1. (3) Given the reactants [CH3:1][C:2]1([CH3:26])[CH2:6][C:5]2[CH:7]=[CH:8][CH:9]=[C:10]([CH2:11][NH:12][C:13]3[CH:18]=[CH:17][CH:16]=[CH:15][C:14]=3[O:19][C:20]3[CH:25]=[CH:24][CH:23]=[CH:22][CH:21]=3)[C:4]=2[O:3]1.C(N(CC)CC)C.[Br:34][CH2:35][C:36](Cl)=[O:37], predict the reaction product. The product is: [Br:34][CH2:35][C:36]([N:12]([CH2:11][C:10]1[C:4]2[O:3][C:2]([CH3:26])([CH3:1])[CH2:6][C:5]=2[CH:7]=[CH:8][CH:9]=1)[C:13]1[CH:18]=[CH:17][CH:16]=[CH:15][C:14]=1[O:19][C:20]1[CH:25]=[CH:24][CH:23]=[CH:22][CH:21]=1)=[O:37]. (4) Given the reactants C(OC1C(Br)=[C:7]([C@H:21]2[C@H:26]([O:27][CH2:28][C:29]3[CH:34]=[CH:33][CH:32]=[CH:31][CH:30]=3)[C@@H:25]([O:35][CH2:36][C:37]3[CH:42]=[CH:41][CH:40]=[CH:39][CH:38]=3)[C@H:24]([O:43][CH2:44][C:45]3[CH:50]=[CH:49][CH:48]=[CH:47][CH:46]=3)[C@@H:23]([CH2:51][O:52][CH2:53][C:54]3[CH:59]=[CH:58][CH:57]=[CH:56][CH:55]=3)[O:22]2)[CH:8]=[C:9]([CH2:12][C:13]2[CH:18]=[CH:17][C:16]([CH2:19][CH3:20])=[CH:15][CH:14]=2)[C:10]=1[Cl:11])C=C.[CH3:61]CCC[SnH](CCCC)CCCC.CC(N=NC(C#N)(C)C)(C#N)C.[F-].[K+].[CH3:88][CH2:89][O:90][C:91]([CH3:93])=O, predict the reaction product. The product is: [Cl:11][C:10]1[C:91]2[O:90][CH2:89][CH:88]([CH3:61])[C:93]=2[C:7]([C@H:21]2[C@H:26]([O:27][CH2:28][C:29]3[CH:30]=[CH:31][CH:32]=[CH:33][CH:34]=3)[C@@H:25]([O:35][CH2:36][C:37]3[CH:42]=[CH:41][CH:40]=[CH:39][CH:38]=3)[C@H:24]([O:43][CH2:44][C:45]3[CH:46]=[CH:47][CH:48]=[CH:49][CH:50]=3)[C@@H:23]([CH2:51][O:52][CH2:53][C:54]3[CH:59]=[CH:58][CH:57]=[CH:56][CH:55]=3)[O:22]2)=[CH:8][C:9]=1[CH2:12][C:13]1[CH:14]=[CH:15][C:16]([CH2:19][CH3:20])=[CH:17][CH:18]=1. (5) Given the reactants [F:1][C:2]1[CH:7]=[C:6]([O:8][CH3:9])[CH:5]=[CH:4][C:3]=1[C:10](O)([CH3:12])[CH3:11].CS(Cl)(=O)=O.C(N(CC)CC)C, predict the reaction product. The product is: [F:1][C:2]1[CH:7]=[C:6]([O:8][CH3:9])[CH:5]=[CH:4][C:3]=1[C:10]([CH3:12])=[CH2:11]. (6) Given the reactants [F:1][C:2]1([F:48])[CH2:7][C@@H:6]([C:8]([O:10][CH3:11])=[O:9])[C@H:5]([C:12](=O)[CH:13]([C:33]2[CH:38]=[CH:37][C:36]([C:39]([N:41]3[CH2:46][CH2:45][O:44][CH2:43][CH2:42]3)=[O:40])=[CH:35][CH:34]=2)[N:14]([C:24](=[O:32])[C:25]([F:31])([F:30])[C:26]([F:29])([F:28])[F:27])C(=O)C(F)(F)C(F)(F)F)[CH2:4][CH2:3]1.C([O-])([O-])=O.[K+].[K+], predict the reaction product. The product is: [F:48][C:2]1([F:1])[CH2:7][C@@H:6]([C:8]([O:10][CH3:11])=[O:9])[C@H:5]([C:12]2[O:32][C:24]([C:25]([F:31])([F:30])[C:26]([F:29])([F:28])[F:27])=[N:14][C:13]=2[C:33]2[CH:38]=[CH:37][C:36]([C:39]([N:41]3[CH2:46][CH2:45][O:44][CH2:43][CH2:42]3)=[O:40])=[CH:35][CH:34]=2)[CH2:4][CH2:3]1. (7) Given the reactants [C:1]1([CH:7]([C:28]2[CH:33]=[CH:32][CH:31]=[CH:30][CH:29]=2)[N:8]2[C:16]3[C:11](=[CH:12][CH:13]=[CH:14][CH:15]=3)[CH:10]([C:17]3[CH:22]=[C:21]([O:23][CH3:24])[C:20]([F:25])=[CH:19][C:18]=3[OH:26])[C:9]2=[O:27])[CH:6]=[CH:5][CH:4]=[CH:3][CH:2]=1.Cl[CH2:35]I.C(=O)([O-])[O-].[Cs+].[Cs+], predict the reaction product. The product is: [C:28]1([CH:7]([C:1]2[CH:2]=[CH:3][CH:4]=[CH:5][CH:6]=2)[N:8]2[C:16]3[C:11](=[CH:12][CH:13]=[CH:14][CH:15]=3)[C:10]3([C:17]4[CH:22]=[C:21]([O:23][CH3:24])[C:20]([F:25])=[CH:19][C:18]=4[O:26][CH2:35]3)[C:9]2=[O:27])[CH:33]=[CH:32][CH:31]=[CH:30][CH:29]=1.